Predict which catalyst facilitates the given reaction. From a dataset of Catalyst prediction with 721,799 reactions and 888 catalyst types from USPTO. (1) Reactant: [H-].[Na+].[C:3]([Si:7]([CH3:33])([CH3:32])[O:8][CH2:9][CH2:10][O:11][C:12]1[C:17]([N+:18]([O-:20])=[O:19])=[C:16]([NH2:21])[CH:15]=[C:14]([C:22]2[CH:27]=[CH:26][CH:25]=[CH:24][C:23]=2[C:28]([F:31])([F:30])[F:29])[N:13]=1)([CH3:6])([CH3:5])[CH3:4].[C:34]([C:38]1[C:39]([Cl:47])=[C:40]([C:44](Cl)=[O:45])[N:41]([CH3:43])[N:42]=1)([CH3:37])([CH3:36])[CH3:35]. Product: [C:3]([Si:7]([CH3:33])([CH3:32])[O:8][CH2:9][CH2:10][O:11][C:12]1[C:17]([N+:18]([O-:20])=[O:19])=[C:16]([NH:21][C:44]([C:40]2[N:41]([CH3:43])[N:42]=[C:38]([C:34]([CH3:36])([CH3:35])[CH3:37])[C:39]=2[Cl:47])=[O:45])[CH:15]=[C:14]([C:22]2[CH:27]=[CH:26][CH:25]=[CH:24][C:23]=2[C:28]([F:30])([F:31])[F:29])[N:13]=1)([CH3:6])([CH3:5])[CH3:4]. The catalyst class is: 1. (2) Product: [C:35]([O:34][C:32](=[O:33])[N:20]([C:17]1[CH:18]=[CH:19][C:9]2[N:8]([C:4]3[CH:5]=[CH:6][CH:7]=[C:2]([Cl:1])[CH:3]=3)[C:13](=[O:14])[CH:12]([CH3:15])[O:11][C:10]=2[N:16]=1)[CH2:21][C:22]1[CH:27]=[CH:26][C:25]([O:28][CH3:29])=[CH:24][C:23]=1[O:30][CH3:31])([CH3:38])([CH3:37])[CH3:36]. Reactant: [Cl:1][C:2]1[CH:3]=[C:4]([N:8]2[C:13](=[O:14])[CH:12]([CH3:15])[O:11][C:10]3[N:16]=[C:17]([NH:20][CH2:21][C:22]4[CH:27]=[CH:26][C:25]([O:28][CH3:29])=[CH:24][C:23]=4[O:30][CH3:31])[CH:18]=[CH:19][C:9]2=3)[CH:5]=[CH:6][CH:7]=1.[C:32](O[C:32]([O:34][C:35]([CH3:38])([CH3:37])[CH3:36])=[O:33])([O:34][C:35]([CH3:38])([CH3:37])[CH3:36])=[O:33]. The catalyst class is: 142. (3) Reactant: [Br:1][CH2:2][CH2:3][CH2:4][CH2:5][CH2:6][CH2:7][CH2:8][CH2:9][CH2:10][CH2:11][CH2:12][C:13]([OH:15])=[O:14].CO.[C:18]1(C)C=CC=CC=1.C(OC)(OC)OC. Product: [CH3:18][O:14][C:13](=[O:15])[CH2:12][CH2:11][CH2:10][CH2:9][CH2:8][CH2:7][CH2:6][CH2:5][CH2:4][CH2:3][CH2:2][Br:1]. The catalyst class is: 243. (4) Reactant: [F:1][C:2]1[CH:7]=[CH:6][C:5]([C:8](=[O:10])[CH3:9])=[C:4]([OH:11])[CH:3]=1.[CH3:12][C:13]([CH3:15])=O.N1CCCC1. Product: [F:1][C:2]1[CH:3]=[C:4]2[C:5]([C:8](=[O:10])[CH2:9][C:13]([CH3:15])([CH3:12])[O:11]2)=[CH:6][CH:7]=1. The catalyst class is: 48. (5) Reactant: [NH:1]1[CH:5]=[CH:4][N:3]=[CH:2]1.[H-].[Na+].Cl[C:9]1[C:18]2[C:13](=[CH:14][CH:15]=[CH:16][CH:17]=2)[N:12]=[C:11]([C:19]2[CH:24]=[CH:23][C:22]([F:25])=[CH:21][CH:20]=2)[CH:10]=1. Product: [F:25][C:22]1[CH:21]=[CH:20][C:19]([C:11]2[CH:10]=[C:9]([N:1]3[CH:5]=[CH:4][N:3]=[CH:2]3)[C:18]3[C:13](=[CH:14][CH:15]=[CH:16][CH:17]=3)[N:12]=2)=[CH:24][CH:23]=1. The catalyst class is: 3. (6) Reactant: [OH:1][CH2:2][C:3]#[C:4][C:5]1[N:14]=[CH:13][CH:12]=[C:11]2[C:6]=1[CH:7]=[C:8]([C:30]1[CH:35]=[CH:34][CH:33]=[CH:32][CH:31]=1)[C:9]([C:15]1[CH:29]=[CH:28][C:18]([CH2:19][NH:20][C:21](=[O:27])[O:22][C:23]([CH3:26])([CH3:25])[CH3:24])=[CH:17][CH:16]=1)=[N:10]2.[N-:36]=[N+:37]=[N-:38].[Na+].O. Product: [OH:1][CH2:2][C:3]1[N:36]=[N:37][NH:38][C:4]=1[C:5]1[N:14]=[CH:13][CH:12]=[C:11]2[C:6]=1[CH:7]=[C:8]([C:30]1[CH:31]=[CH:32][CH:33]=[CH:34][CH:35]=1)[C:9]([C:15]1[CH:16]=[CH:17][C:18]([CH2:19][NH:20][C:21](=[O:27])[O:22][C:23]([CH3:24])([CH3:25])[CH3:26])=[CH:28][CH:29]=1)=[N:10]2. The catalyst class is: 3.